Dataset: Reaction yield outcomes from USPTO patents with 853,638 reactions. Task: Predict the reaction yield, written as a fraction of the theoretical maximum amount of product (1.0 means a 100% yield; for example, 0.34 means a 34% yield). (1) The reactants are [CH2:1]([O:8][CH:9]([C:14]1O[C:16]([C:19]2[CH:24]=[CH:23][C:22]([C:25]3[O:29][C:28]([CH3:30])=[N:27][CH:26]=3)=[C:21]([O:31][CH3:32])[CH:20]=2)=[N:17][N:18]=1)[CH2:10][CH2:11][CH2:12]Cl)[C:2]1[CH:7]=[CH:6][CH:5]=[CH:4][CH:3]=1.[N-:33]=[N+]=[N-].[Na+].C1(P(C2C=CC=CC=2)C2C=CC=CC=2)C=CC=CC=1. The catalyst is CS(C)=O.C1COCC1.O. The product is [CH2:1]([O:8][CH:9]1[CH2:10][CH2:11][CH2:12][N:33]2[C:16]([C:19]3[CH:24]=[CH:23][C:22]([C:25]4[O:29][C:28]([CH3:30])=[N:27][CH:26]=4)=[C:21]([O:31][CH3:32])[CH:20]=3)=[N:17][N:18]=[C:14]12)[C:2]1[CH:7]=[CH:6][CH:5]=[CH:4][CH:3]=1. The yield is 0.830. (2) The reactants are [Br:1][C:2]1[CH:7]=[CH:6][C:5]([S:8]([CH:11]([CH3:13])[CH3:12])(=[O:10])=[O:9])=[C:4]([N+:14]([O-])=O)[CH:3]=1. The catalyst is C1COCC1.C(O)(=O)C.[Fe]. The product is [Br:1][C:2]1[CH:7]=[CH:6][C:5]([S:8]([CH:11]([CH3:13])[CH3:12])(=[O:10])=[O:9])=[C:4]([NH2:14])[CH:3]=1. The yield is 0.690. (3) The reactants are [NH2:1][C:2]1[CH:7]=[CH:6][C:5]([NH:8][C:9](=[O:12])[CH2:10][CH3:11])=[CH:4][CH:3]=1.N1C=CC=CC=1.Cl[C:20]([O:22][CH2:23][C:24]([Cl:27])([Cl:26])[Cl:25])=[O:21]. The catalyst is CN(C)C(=O)C. The product is [C:9]([NH:8][C:5]1[CH:4]=[CH:3][C:2]([NH:1][C:20](=[O:21])[O:22][CH2:23][C:24]([Cl:27])([Cl:26])[Cl:25])=[CH:7][CH:6]=1)(=[O:12])[CH2:10][CH3:11]. The yield is 0.974. (4) The yield is 0.580. The reactants are Br[C:2]1[CH:7]=[CH:6][C:5]([OH:8])=[CH:4][C:3]=1[CH3:9].[C:10](=[O:13])([O-])[O-].[Cs+].[Cs+].CN([CH:19]=[O:20])C. The product is [CH3:10][O:13][C:19]([C:2]1[CH:7]=[CH:6][C:5]([C:2]2[CH:7]=[CH:6][C:5]([OH:8])=[CH:4][C:3]=2[CH3:9])=[CH:4][CH:3]=1)=[O:20]. The catalyst is O.C1C=CC(P(C2C=CC=CC=2)[C-]2C=CC=C2)=CC=1.C1C=CC(P(C2C=CC=CC=2)[C-]2C=CC=C2)=CC=1.[Fe+2].C([O-])(=O)C.[Pd+2].C([O-])(=O)C. (5) The reactants are C([Si](C)(C)[O:6][CH2:7][C@@H:8]1[C@@H:13]([O:14][CH2:15][C:16]2[CH:21]=[CH:20][CH:19]=[CH:18][CH:17]=2)[C@H:12]([O:22][CH2:23][C:24]2[CH:29]=[CH:28][CH:27]=[CH:26][CH:25]=2)[C@@H:11]([O:30][CH2:31][C:32]2[CH:37]=[CH:36][CH:35]=[CH:34][CH:33]=2)[C:10]([C:40]2[CH:45]=[CH:44][C:43]([CH2:46][CH3:47])=[C:42]([CH2:48][C:49]3[CH:58]=[CH:57][C:52]4[O:53][CH2:54][CH2:55][O:56][C:51]=4[CH:50]=3)[CH:41]=2)([O:38][CH3:39])[O:9]1)(C)(C)C.C(Cl)(C)=O. The catalyst is CO. The product is [CH2:15]([O:14][C@H:13]1[C@H:12]([O:22][CH2:23][C:24]2[CH:29]=[CH:28][CH:27]=[CH:26][CH:25]=2)[C@@H:11]([O:30][CH2:31][C:32]2[CH:33]=[CH:34][CH:35]=[CH:36][CH:37]=2)[C:10]([C:40]2[CH:45]=[CH:44][C:43]([CH2:46][CH3:47])=[C:42]([CH2:48][C:49]3[CH:58]=[CH:57][C:52]4[O:53][CH2:54][CH2:55][O:56][C:51]=4[CH:50]=3)[CH:41]=2)([O:38][CH3:39])[O:9][C@@H:8]1[CH2:7][OH:6])[C:16]1[CH:17]=[CH:18][CH:19]=[CH:20][CH:21]=1. The yield is 0.930.